Dataset: NCI-60 drug combinations with 297,098 pairs across 59 cell lines. Task: Regression. Given two drug SMILES strings and cell line genomic features, predict the synergy score measuring deviation from expected non-interaction effect. (1) Drug 1: C1=CC=C(C=C1)NC(=O)CCCCCCC(=O)NO. Drug 2: CC12CCC3C(C1CCC2OP(=O)(O)O)CCC4=C3C=CC(=C4)OC(=O)N(CCCl)CCCl.[Na+]. Cell line: IGROV1. Synergy scores: CSS=10.9, Synergy_ZIP=-6.30, Synergy_Bliss=-4.16, Synergy_Loewe=-7.49, Synergy_HSA=-3.96. (2) Drug 1: CN1C(=O)N2C=NC(=C2N=N1)C(=O)N. Drug 2: CC1=C(C=C(C=C1)NC(=O)C2=CC=C(C=C2)CN3CCN(CC3)C)NC4=NC=CC(=N4)C5=CN=CC=C5. Cell line: 786-0. Synergy scores: CSS=0.786, Synergy_ZIP=0.272, Synergy_Bliss=-0.410, Synergy_Loewe=-0.823, Synergy_HSA=-1.74.